This data is from Peptide-MHC class II binding affinity with 134,281 pairs from IEDB. The task is: Regression. Given a peptide amino acid sequence and an MHC pseudo amino acid sequence, predict their binding affinity value. This is MHC class II binding data. (1) The peptide sequence is YVDRFFKTLRAEQATQDV. The MHC is DRB1_0405 with pseudo-sequence DRB1_0405. The binding affinity (normalized) is 0.875. (2) The peptide sequence is MSFVTTQPEALAAAA. The MHC is HLA-DQA10201-DQB10202 with pseudo-sequence HLA-DQA10201-DQB10202. The binding affinity (normalized) is 0.447. (3) The peptide sequence is SGRLKFLDVCVALDM. The binding affinity (normalized) is 0.251. The MHC is H-2-IAb with pseudo-sequence H-2-IAb. (4) The peptide sequence is VNPIASTNDDEVLIE. The MHC is HLA-DQA10501-DQB10303 with pseudo-sequence HLA-DQA10501-DQB10303. The binding affinity (normalized) is 0. (5) The peptide sequence is SEEFFHQTMQLNGQI. The MHC is DRB1_0101 with pseudo-sequence DRB1_0101. The binding affinity (normalized) is 0.790. (6) The peptide sequence is ELYYAIHKASTVLAF. The MHC is DRB3_0101 with pseudo-sequence DRB3_0101. The binding affinity (normalized) is 0.445. (7) The peptide sequence is GEVLNALAYDVPIPG. The MHC is HLA-DQA10501-DQB10301 with pseudo-sequence HLA-DQA10501-DQB10301. The binding affinity (normalized) is 0.486. (8) The peptide sequence is EWNVRSDVVARAMRL. The MHC is DRB1_0405 with pseudo-sequence DRB1_0405. The binding affinity (normalized) is 0.368.